From a dataset of Catalyst prediction with 721,799 reactions and 888 catalyst types from USPTO. Predict which catalyst facilitates the given reaction. (1) Reactant: [O:1]=[C:2]1[C:10]2[C:5](=[CH:6][CH:7]=[CH:8][CH:9]=2)[C:4](=[O:11])[N:3]1[CH2:12][CH:13]=O.Cl.[C:16]([O:20][C:21](=[O:28])[C@H:22]([C@H:24]([CH2:26][CH3:27])[CH3:25])[NH2:23])([CH3:19])([CH3:18])[CH3:17].C([BH3-])#N.[Na+].C(O)(=O)C. Product: [O:11]=[C:4]1[C:5]2[C:10](=[CH:9][CH:8]=[CH:7][CH:6]=2)[C:2](=[O:1])[N:3]1[CH2:12][CH2:13][NH:23][C@@H:22]([C@@H:24]([CH3:25])[CH2:26][CH3:27])[C:21]([O:20][C:16]([CH3:17])([CH3:18])[CH3:19])=[O:28]. The catalyst class is: 5. (2) Reactant: Br[C:2]1[C:3]([O:8][C:9]2[CH:14]=[CH:13][C:12]([NH:15][C:16]3[C:21]([CH3:22])=[CH:20][CH:19]=[CH:18][N:17]=3)=[CH:11][CH:10]=2)=[N:4][CH:5]=[CH:6][CH:7]=1.[O:23]1[CH2:28][CH:27]=[C:26](B2OC(C)(C)C(C)(C)O2)[CH2:25][CH2:24]1.C(=O)([O-])[O-].[Na+].[Na+]. The catalyst class is: 149. Product: [O:23]1[CH2:24][CH:25]=[C:26]([C:2]2[C:3]([O:8][C:9]3[CH:14]=[CH:13][C:12]([NH:15][C:16]4[C:21]([CH3:22])=[CH:20][CH:19]=[CH:18][N:17]=4)=[CH:11][CH:10]=3)=[N:4][CH:5]=[CH:6][CH:7]=2)[CH2:27][CH2:28]1. (3) Reactant: [C:1]([O:4][CH2:5]Br)(=[O:3])[CH3:2].[C:7]1([C:31]2[CH:36]=[CH:35][CH:34]=[CH:33][CH:32]=2)[CH:12]=[CH:11][C:10]([CH2:13][C@@H:14]([NH:23]C(OC(C)(C)C)=O)[CH2:15][C@:16]([CH2:21][OH:22])([CH3:20])[C:17]([OH:19])=[O:18])=[CH:9][CH:8]=1.CCN(CC)CC. Product: [C:1]([O:4][CH2:5][O:19][C:17](=[O:18])[C@@:16]([CH2:21][OH:22])([CH3:20])[CH2:15][C@H:14]([NH2:23])[CH2:13][C:10]1[CH:11]=[CH:12][C:7]([C:31]2[CH:36]=[CH:35][CH:34]=[CH:33][CH:32]=2)=[CH:8][CH:9]=1)(=[O:3])[CH3:2]. The catalyst class is: 21. (4) Reactant: [Br-].[CH3:2][O:3][C:4]([C:6]1[CH:7]=[C:8]([CH:29]=[CH:30][CH:31]=1)[CH2:9][P+](C1C=CC=CC=1)(C1C=CC=CC=1)C1C=CC=CC=1)=[O:5].C[Si]([N-][Si](C)(C)C)(C)C.[K+].[CH2:42]([O:49][C:50]([NH:52][C@H:53]1[CH2:59][CH2:58][C@@H:57]2[CH2:60][C@H:54]1[CH:55](O)[N:56]2[C:61]([O:63][C:64]([CH3:67])([CH3:66])[CH3:65])=[O:62])=[O:51])[C:43]1[CH:48]=[CH:47][CH:46]=[CH:45][CH:44]=1.[NH4+].[Cl-]. Product: [CH2:42]([O:49][C:50]([NH:52][C@H:53]1[CH2:59][CH2:58][C@@H:57]([NH:56][C:61]([O:63][C:64]([CH3:67])([CH3:66])[CH3:65])=[O:62])[CH2:60][C@H:54]1/[CH:55]=[CH:9]/[C:8]1[CH:7]=[C:6]([CH:31]=[CH:30][CH:29]=1)[C:4]([O:3][CH3:2])=[O:5])=[O:51])[C:43]1[CH:44]=[CH:45][CH:46]=[CH:47][CH:48]=1. The catalyst class is: 7. (5) Reactant: [N+:1]([C:4]1[CH:5]=[C:6]([C:10]2[N:11]=[N:12][NH:13][N:14]=2)[CH:7]=[CH:8][CH:9]=1)([O-:3])=[O:2].I[CH:16]([CH3:18])[CH3:17].C(=O)([O-])[O-].[K+].[K+].C(OCC)(=O)C. Product: [CH:16]([N:12]1[N:13]=[N:14][C:10]([C:6]2[CH:7]=[CH:8][CH:9]=[C:4]([N+:1]([O-:3])=[O:2])[CH:5]=2)=[N:11]1)([CH3:18])[CH3:17]. The catalyst class is: 3.